From a dataset of Catalyst prediction with 721,799 reactions and 888 catalyst types from USPTO. Predict which catalyst facilitates the given reaction. (1) Reactant: [C:1]([OH:9])(=O)[C:2]1[CH:7]=[CH:6][CH:5]=[CH:4][CH:3]=1.Cl.Cl.[N:12]12[CH2:20][CH2:19][CH:16]([CH2:17][CH2:18]1)[NH:15][CH2:14][CH2:13]2.O.ON1C2C=CC=CC=2N=N1.F[B-](F)(F)F.N1(OC(N(C)C)=[N+](C)C)C2C=CC=CC=2N=N1.C(N(C(C)C)CC)(C)C.[OH-].[Na+]. Product: [N:12]12[CH2:20][CH2:19][CH:16]([CH2:17][CH2:18]1)[N:15]([C:1]([C:2]1[CH:3]=[CH:4][CH:5]=[CH:6][CH:7]=1)=[O:9])[CH2:14][CH2:13]2. The catalyst class is: 9. (2) Reactant: C[O:2][C:3](=[O:22])[C:4]1[CH:9]=[C:8]([Cl:10])[CH:7]=[C:6]([N:11]([CH2:15][C:16]2[CH:21]=[CH:20][CH:19]=[CH:18][CH:17]=2)[CH:12]([CH3:14])[CH3:13])[CH:5]=1.[OH-].[Na+]. Product: [CH2:15]([N:11]([CH:12]([CH3:14])[CH3:13])[C:6]1[CH:5]=[C:4]([CH:9]=[C:8]([Cl:10])[CH:7]=1)[C:3]([OH:22])=[O:2])[C:16]1[CH:17]=[CH:18][CH:19]=[CH:20][CH:21]=1. The catalyst class is: 242. (3) Reactant: [CH3:1][O:2][C:3]1[CH:12]=[CH:11][C:10]([O:13][CH3:14])=[C:9]2[C:4]=1[C:5](=[O:16])[CH:6]=[CH:7][C:8]2=[O:15].[CH3:17][NH2:18].[Cr](O[Cr]([O-])(=O)=O)([O-])(=O)=O.[Na+].[Na+].S(=O)(=O)(O)O.[Cl-].[Na+].S([O-])([O-])(=O)=O.[Na+].[Na+]. Product: [CH3:17][NH:18][C:6]1[C:5](=[O:16])[C:4]2[C:9]([C:8](=[O:15])[CH:7]=1)=[C:10]([O:13][CH3:14])[CH:11]=[CH:12][C:3]=2[O:2][CH3:1]. The catalyst class is: 24.